Dataset: Forward reaction prediction with 1.9M reactions from USPTO patents (1976-2016). Task: Predict the product of the given reaction. (1) Given the reactants [I-].[CH3:2][S+](C)(C)=O.[H-].[Na+].[N:9]1[CH:14]=[CH:13][CH:12]=[C:11](/[CH:15]=[CH:16]/[C:17]2[C:25]3[C:20](=[CH:21][C:22](/[CH:26]=[C:27]4/[C:28](=[O:36])[NH:29][C:30]5[C:35]/4=[CH:34][CH:33]=[CH:32][CH:31]=5)=[CH:23][CH:24]=3)[NH:19][N:18]=2)[CH:10]=1.[NH4+].[Cl-], predict the reaction product. The product is: [N:9]1[CH:14]=[CH:13][CH:12]=[C:11](/[CH:15]=[CH:16]/[C:17]2[C:25]3[C:20](=[CH:21][C:22]([C@H:26]4[C@@:27]5([C:35]6[C:30](=[CH:31][CH:32]=[CH:33][CH:34]=6)[NH:29][C:28]5=[O:36])[CH2:2]4)=[CH:23][CH:24]=3)[NH:19][N:18]=2)[CH:10]=1. (2) Given the reactants [C:1]([C:5]1[O:9][N:8]=[C:7]([C:10]2[CH:15]=[C:14]([OH:16])[C:13]([S:17]([CH3:20])(=[O:19])=[O:18])=[CH:12][N:11]=2)[N:6]=1)([CH3:4])([CH3:3])[CH3:2].C([O-])([O-])=O.[Cs+].[Cs+].FC(F)(F)S(O[CH2:33][C:34]([F:37])([F:36])[F:35])(=O)=O, predict the reaction product. The product is: [C:1]([C:5]1[O:9][N:8]=[C:7]([C:10]2[CH:15]=[C:14]([O:16][CH2:33][C:34]([F:37])([F:36])[F:35])[C:13]([S:17]([CH3:20])(=[O:18])=[O:19])=[CH:12][N:11]=2)[N:6]=1)([CH3:4])([CH3:2])[CH3:3]. (3) Given the reactants [F:1][C:2]1[CH:3]=[N:4][CH:5]=[CH:6][C:7]=1[C:8]1[C:12]([C:13]([OH:15])=O)=[C:11]([CH3:16])[O:10][N:9]=1.[CH2:17]([O:24][C:25](=[O:35])[NH:26][CH2:27][CH:28]1[CH2:33][CH2:32][CH2:31][CH:30]([NH2:34])[CH2:29]1)[C:18]1[CH:23]=[CH:22][CH:21]=[CH:20][CH:19]=1.Cl.CN(C)CCCN=C=NCC.ON1C2N=CC=CC=2N=N1.C(N(CC)C(C)C)(C)C, predict the reaction product. The product is: [CH2:17]([O:24][C:25](=[O:35])[NH:26][CH2:27][CH:28]1[CH2:33][CH2:32][CH2:31][CH:30]([NH:34][C:13]([C:12]2[C:8]([C:7]3[CH:6]=[CH:5][N:4]=[CH:3][C:2]=3[F:1])=[N:9][O:10][C:11]=2[CH3:16])=[O:15])[CH2:29]1)[C:18]1[CH:19]=[CH:20][CH:21]=[CH:22][CH:23]=1. (4) The product is: [CH3:1][O:2][C:3]1[CH:4]=[C:5]2[C:10](=[CH:11][C:12]=1[O:13][CH3:14])[N:9]=[CH:8][CH:7]=[C:6]2[O:15][C:16]1[CH:22]=[CH:21][C:19]([NH:20][C:29](=[O:35])[O:28][CH2:26][CH:37]=[CH2:38])=[C:18]([CH3:23])[C:17]=1[CH3:24]. Given the reactants [CH3:1][O:2][C:3]1[CH:4]=[C:5]2[C:10](=[CH:11][C:12]=1[O:13][CH3:14])[N:9]=[CH:8][CH:7]=[C:6]2[O:15][C:16]1[CH:22]=[CH:21][C:19]([NH2:20])=[C:18]([CH3:23])[C:17]=1[CH3:24].Cl[C:26](Cl)([O:28][C:29](=[O:35])OC(Cl)(Cl)Cl)Cl.[CH2:37](O)[CH:38]=C.C(=O)(O)[O-].[Na+], predict the reaction product. (5) The product is: [NH:25]([CH2:2][N:1]1[C:12](=[O:13])[C:11]2[N:10]([C:14](=[O:27])[CH3:15])[CH:9]=[N:8][C:7]=2[N:5]([CH3:6])[C:3]1=[O:4])[C:24]([NH2:26])=[NH:23]. Given the reactants [N:1]1([C:12](=[O:13])[C:11]2[N:10]([CH2:14][C:15](O)=O)[CH:9]=[N:8][C:7]=2[N:5]([CH3:6])[C:3]1=[O:4])[CH3:2].S(Cl)(Cl)=O.Cl.[NH2:23][C:24]([NH2:26])=[NH:25].[OH-:27].[Na+], predict the reaction product. (6) Given the reactants [F:1][C:2]1[CH:24]=[C:23]([N+:25]([O-])=O)[CH:22]=[CH:21][C:3]=1[O:4][C:5]1[C:14]2[C:9](=[CH:10][C:11]([O:15][C:16]([CH3:20])([CH3:19])[CH2:17][OH:18])=[CH:12][CH:13]=2)[N:8]=[CH:7][CH:6]=1.C(O[K])=O, predict the reaction product. The product is: [NH2:25][C:23]1[CH:22]=[CH:21][C:3]([O:4][C:5]2[C:14]3[C:9](=[CH:10][C:11]([O:15][C:16]([CH3:20])([CH3:19])[CH2:17][OH:18])=[CH:12][CH:13]=3)[N:8]=[CH:7][CH:6]=2)=[C:2]([F:1])[CH:24]=1.